Dataset: Forward reaction prediction with 1.9M reactions from USPTO patents (1976-2016). Task: Predict the product of the given reaction. (1) The product is: [CH3:21][CH2:20][CH2:19][CH:18]([CH3:23])[CH3:17].[C:21]([O:24][CH2:25][CH3:26])(=[O:41])[CH3:20]. Given the reactants C([Li])CCC.C1(S(N2[C:23]3[C:18](=[CH:19][CH:20]=[C:21]([O:24][CH2:25][C:26]4C=CC=CC=4)C=3)[C:17](I)=C2)(=O)=O)C=CC=CC=1.C1(N(C2C=CC=CC=2)C(Cl)=[O:41])C=CC=CC=1.O, predict the reaction product. (2) Given the reactants [N+:1]([C:4]1[CH:12]=[CH:11][CH:10]=[C:9]2[C:5]=1[CH:6]([CH2:13][C:14]([O:16][CH3:17])=[O:15])[CH2:7][NH:8]2)([O-])=O.[H][H], predict the reaction product. The product is: [NH2:1][C:4]1[CH:12]=[CH:11][CH:10]=[C:9]2[C:5]=1[CH:6]([CH2:13][C:14]([O:16][CH3:17])=[O:15])[CH2:7][NH:8]2. (3) Given the reactants [NH2:1][CH2:2][C:3]([OH:5])=[O:4].[F:6][C:7]([C:17]([F:20])([F:19])[F:18])([C:13]([F:16])([F:15])[F:14])[CH2:8][CH2:9][C:10](Cl)=[O:11], predict the reaction product. The product is: [F:6][C:7]([C:17]([F:18])([F:19])[F:20])([C:13]([F:14])([F:16])[F:15])[CH2:8][CH2:9][C:10]([NH:1][CH2:2][C:3]([OH:5])=[O:4])=[O:11]. (4) Given the reactants Br[C:2]1[CH:7]=[CH:6][C:5]([CH:8]([N:15]([CH3:32])[C:16](=[O:31])[CH2:17][N:18]2[C:23]3[CH:24]=[C:25]([Cl:29])[C:26]([Cl:28])=[CH:27][C:22]=3[O:21][CH2:20][C:19]2=[O:30])[CH2:9][N:10]2[CH2:14][CH2:13][CH2:12][CH2:11]2)=[CH:4][CH:3]=1.[CH3:33][O:34][C:35]1[CH:36]=[C:37](B(O)O)[CH:38]=[CH:39][C:40]=1[O:41][CH3:42].C([O-])([O-])=O.[Na+].[Na+], predict the reaction product. The product is: [CH3:33][O:34][C:35]1[CH:36]=[C:37]([C:2]2[CH:7]=[CH:6][C:5]([CH:8]([N:15]([CH3:32])[C:16](=[O:31])[CH2:17][N:18]3[C:23]4[CH:24]=[C:25]([Cl:29])[C:26]([Cl:28])=[CH:27][C:22]=4[O:21][CH2:20][C:19]3=[O:30])[CH2:9][N:10]3[CH2:11][CH2:12][CH2:13][CH2:14]3)=[CH:4][CH:3]=2)[CH:38]=[CH:39][C:40]=1[O:41][CH3:42]. (5) Given the reactants [Cl:1][C:2]1[CH:11]=[CH:10][C:5]([C:6]([O:8][CH3:9])=[O:7])=[C:4]([CH3:12])[CH:3]=1.C1C(=O)N([Br:20])C(=O)C1.CC(N=NC(C#N)(C)C)(C#N)C, predict the reaction product. The product is: [Br:20][CH2:12][C:4]1[CH:3]=[C:2]([Cl:1])[CH:11]=[CH:10][C:5]=1[C:6]([O:8][CH3:9])=[O:7]. (6) Given the reactants [OH-].[Na+].CO.C1COCC1.[CH2:10]([N:17]1[C:22]([CH2:23][CH3:24])=[C:21]([CH3:25])[CH:20]=[C:19]([C:26]([O:28]CC)=[O:27])[C:18]1=[O:31])[C:11]1[CH:16]=[CH:15][CH:14]=[CH:13][CH:12]=1.Cl, predict the reaction product. The product is: [CH2:10]([N:17]1[C:22]([CH2:23][CH3:24])=[C:21]([CH3:25])[CH:20]=[C:19]([C:26]([OH:28])=[O:27])[C:18]1=[O:31])[C:11]1[CH:12]=[CH:13][CH:14]=[CH:15][CH:16]=1.